From a dataset of Human Reference Interactome with 51,813 positive PPI pairs across 8,248 proteins, plus equal number of experimentally-validated negative pairs. Binary Classification. Given two protein amino acid sequences, predict whether they physically interact or not. (1) Protein 1 (ENSG00000144015) has sequence MDSDFSHAFQKELTCVICLNYLVDPVTICCGHSFCRPCLCLSWEEAQSPANCPACREPSPKMDFKTNILLKNLVTIARKASLWQFLSSEKQICGTHRQTKKMFCDMDKSLLCLLCSNSQEHGAHKHHPIEEAAEEHREKLLKQMRILWKKIQENQRNLYEEGRTAFLWRGNVVLRAQMIRNEYRKLHPVLHKEEKQHLERLNKEYQEIFQQLQRSWVKMDQKSKHLKEMYQELMEMCHKPDVELLQDLGDIVARSESVLLHMPQPVNPELTAGPITGLVYRLNRFRVEISFHFEVTNHNI.... Protein 2 (ENSG00000173039) has sequence MDELFPLIFPAEPAQASGPYVEIIEQPKQRGMRFRYKCEGRSAGSIPGERSTDTTKTHPTIKINGYTGPGTVRISLVTKDPPHRPHPHELVGKDCRDGFYEAELCPDRCIHSFQNLGIQCVKKRDLEQAISQRIQTNNNPFQEEQRGDYDLNAVRLCFQVTVRDPSGRPLRLPPVLSHPIFDNRAPNTAELKICRVNRNSGSCLGGDEIFLLCDKVQKEDIEVYFTGPGWEARGSFSQADVHRQVAIVFRTPPYADPSLQAPVRVSMQLRRPSDRELSEPMEFQYLPDTDDRHRIEEKRK.... Result: 0 (the proteins do not interact). (2) Protein 1 (ENSG00000147144) has sequence MEVKGQLISSPTFNAPAALFGEAAPQVKSERLRGLLDRQRTLQEALSLKLQELRKVCLQEAELTGQLPPECPLEPGERPQLVRRRPPTARAYPPPHPNQAHHSLCPAEELALEALEREVSVQQQIAAAARRLALAPDLSTEQRRRRRQVQADALRRLHELEEQLRDVRARLGLPVLPLPQPLPLSTGSVITTQGVCLGMRLAQLSQEDVVLHSESSSLSESGASHDNEEPHGCFSLAERPSPPKAWDQLRAVSGGSPERRTPWKPPPSDLYGDLKSRRNSVASPTSPTRSLPRSASSFEG.... Protein 2 (ENSG00000066379) has sequence MSVMDLANTCSSFQSDLDFCSDCGSVLPLPGAQDTVTCIRCGFNINVRDFEGKVVKTSVVFHQLGTAMPMSVEEGPECQGPVVDRRCPRCGHEGMAYHTRQMRSADEGQTVFYTCTNCKFQEKEDS*. Result: 0 (the proteins do not interact). (3) Protein 1 (ENSG00000101842) has sequence MVFAFWKVFLILSCLAGQVSVVQVTIPDGFVNVTVGSNVTLICIYTTTVASREQLSIQWSFFHKKEMEPISIYFSQGGQAVAIGQFKDRITGSNDPGNASITISHMQPADSGIYICDVNNPPDFLGQNQGILNVSVLVKPSKPLCSVQGRPETGHTISLSCLSALGTPSPVYYWHKLEGRDIVPVKENFNPTTGILVIGNLTNFEQGYYQCTAINRLGNSSCEIDLTSSHPEVGIIVGALIGSLVGAAIIISVVCFARNKAKAKAKERNSKTIAELEPMTKINPRGESEAMPREDATQLE.... Protein 2 (ENSG00000175868) has sequence MGFRKFSPFLALSILVLYQAGSLQAAPFRSALESSPDPATLSKEDARLLLAALVQDYVQMKASELKQEQETQGSSSAAQKRACNTATCVTHRLAGLLSRSGGMVKSNFVPTNVGSKAFGRRRRDLQA*MKKEANLQRGGMGFRKFSPFLALSILVLYQAGSLQAAPFRSALESSPDPATLSKEDARLLLAALVQDYVQMKASELKQEQETQGSSSAAQKRACNTATCVTHRLAGLLSRSGGMVKSNFVPTNVGSKAFGRRRRDLQA*. Result: 0 (the proteins do not interact). (4) Protein 1 (ENSG00000147408) has sequence MMMVRRGLLAWISRVVVLLVLLCCAISVLYMLACTPKGDEEQLALPRANSPTGKEGYQAVLQEWEEQHRNYVSSLKRQIAQLKEELQERSEQLRNGQYQASDAAGLGLDRSPPEKTQADLLAFLHSQVDKAEVNAGVKLATEYAAVPFDSFTLQKVYQLETGLTRHPEEKPVRKDKRDELVEAIESALETLNSPAENSPNHRPYTASDFIEGIYRTERDKGTLYELTFKGDHKHEFKRLILFRPFGPIMKVKNEKLNMANTLINVIVPLAKRVDKFRQFMQNFREMCIEQDGRVHLTVVY.... Protein 2 (ENSG00000167543) has sequence MAPPPPSPQLLLLAALARLLGPSEVMAGPAEEAGAHCPESLWPLPPQVSPRVTYTRVSPGQAEDVTFLYHPCAHPWLKLQLALLAYACMANPSLTPDFSLTQDRPLVLTAWGLALEMAWVEPAWAAHWLMRRRRRKQRKKKAWIYCESLSGPAPSEPTPGRGRLCRRGCVQALALAFALRSWRPPGTEVTSQGPRQPSSSGAKRRRLRAALGPQPTRSALRFPSASPGSLKAKQSMAGIPGRESNAPSVPTVSLLPGAPGGNASSRTEAQVPNGQGSPGGCVCSSQASPAPRAAAPPRAA.... Result: 0 (the proteins do not interact). (5) Protein 1 (ENSG00000128610) has sequence MDSSCHNATTKMLATAPARGNMMSTSKPLAFSIERMDSSCHNATTKMLATAPARGNMMSTSKPLAFSIERIMARTPEPKALPVPHFLQGALPKGEPKHSLHLNSSIPCMIPFVPVAYDTSPKAGVTGSEPRKASLEAPAAPAAVPSAPAFSCSDLLNCALSLKGDLARDALPLQQYKLVRPRVVNHSSFHAMGALCYLNRGDGPCHPAAGVNIHPVASYFLSSPLHPQPKTYLAERNKLVVPAVEKYPSGVAFKDLSQAQLQHYMKESAQLLSEKIAFKTSDFSRGSPNAKPKVFTCEVC.... Protein 2 (ENSG00000175003) has sequence MPTVDDILEQVGESGWFQKQAFLILCLLSAAFAPICVGIVFLGFTPDHHCQSPGVAELSQRCGWSPAEELNYTVPGLGPAGEAFLGQCRRYEVDWNQSALSCVDPLASLATNRSHLPLGPCQDGWVYDTPGSSIVTEFNLVCADSWKLDLFQSCLNAGFLFGSLGVGYFADRFGRKLCLLGTVLVNAVSGVLMAFSPNYMSMLLFRLLQGLVSKGNWMAGYTLITEFVGSGSRRTVAIMYQMAFTVGLVALTGLAYALPHWRWLQLAVSLPTFLFLLYYWCVPESPRWLLSQKRNTEAIK.... Result: 0 (the proteins do not interact).